From a dataset of Catalyst prediction with 721,799 reactions and 888 catalyst types from USPTO. Predict which catalyst facilitates the given reaction. (1) Reactant: [CH3:1][C:2]1[CH:7]=[CH:6][C:5]([CH:8]=[CH:9][C:10](=[O:20])[CH:11]=[CH:12][C:13]2[CH:18]=[CH:17][C:16]([CH3:19])=[CH:15][CH:14]=2)=[CH:4][CH:3]=1.[CH3:21][NH2:22].O. Product: [CH3:19][C:16]1[CH:15]=[CH:14][C:13]([CH:12]2[CH2:11][C:10](=[O:20])[CH2:9][CH:8]([C:5]3[CH:4]=[CH:3][C:2]([CH3:1])=[CH:7][CH:6]=3)[N:22]2[CH3:21])=[CH:18][CH:17]=1. The catalyst class is: 9. (2) Reactant: [CH:1]1([NH:4][C:5](=[O:33])[C:6]2[CH:11]=[C:10]([C:12]3[CH:13]=[C:14]4[C:19](=[CH:20][CH:21]=3)[C:18](=[O:22])[N:17]([CH2:23][C:24]([CH3:28])([CH3:27])[CH2:25][OH:26])[CH:16]=[C:15]4[CH:29]=[O:30])[C:9]([CH3:31])=[C:8]([F:32])[CH:7]=2)[CH2:3][CH2:2]1.[C:34]([Si:38]([CH3:41])([CH3:40])Cl)([CH3:37])([CH3:36])[CH3:35].N1C=CN=C1. Product: [Si:38]([O:26][CH2:25][C:24]([CH3:27])([CH3:28])[CH2:23][N:17]1[CH:16]=[C:15]([CH:29]=[O:30])[C:14]2[C:19](=[CH:20][CH:21]=[C:12]([C:10]3[CH:11]=[C:6]([CH:7]=[C:8]([F:32])[C:9]=3[CH3:31])[C:5]([NH:4][CH:1]3[CH2:3][CH2:2]3)=[O:33])[CH:13]=2)[C:18]1=[O:22])([C:34]([CH3:37])([CH3:36])[CH3:35])([CH3:41])[CH3:40]. The catalyst class is: 18.